Dataset: Full USPTO retrosynthesis dataset with 1.9M reactions from patents (1976-2016). Task: Predict the reactants needed to synthesize the given product. (1) Given the product [CH3:20][N:18]([CH3:19])[CH2:17][CH2:16][NH:9][CH2:8][C:4]1[CH:3]=[C:2]([NH:1][C:33]2[N:38]=[C:37]([C:39]3[C:40]([C:48]4[CH:49]=[C:50]([NH:54][C:55](=[O:62])[CH2:56][C:57]5[S:58][CH:59]=[CH:60][CH:61]=5)[CH:51]=[CH:52][CH:53]=4)=[N:41][N:42]4[CH:47]=[CH:46][CH:45]=[CH:44][C:43]=34)[CH:36]=[CH:35][N:34]=2)[CH:7]=[CH:6][CH:5]=1, predict the reactants needed to synthesize it. The reactants are: [NH2:1][C:2]1[CH:3]=[C:4]([CH2:8][N:9]([CH2:16][CH2:17][N:18]([CH3:20])[CH3:19])C(=O)C(F)(F)F)[CH:5]=[CH:6][CH:7]=1.O1C(C2C=C(N[C:33]3[N:38]=[C:37]([C:39]4[C:40]([C:48]5[CH:49]=[C:50]([NH:54][C:55](=[O:62])[CH2:56][C:57]6[S:58][CH:59]=[CH:60][CH:61]=6)[CH:51]=[CH:52][CH:53]=5)=[N:41][N:42]5[CH:47]=[CH:46][CH:45]=[CH:44][C:43]=45)[CH:36]=[CH:35][N:34]=3)C=CC=2)=CN=C1. (2) Given the product [Cl:1][C:2]1[N:7]=[C:6]([S:8]([CH3:9])(=[O:28])=[O:34])[N:5]=[C:4]([C:10]2[C:18]3[C:13](=[N:14][CH:15]=[CH:16][CH:17]=3)[N:12]([S:19]([C:22]3[CH:27]=[CH:26][CH:25]=[CH:24][CH:23]=3)(=[O:21])=[O:20])[CH:11]=2)[CH:3]=1, predict the reactants needed to synthesize it. The reactants are: [Cl:1][C:2]1[N:7]=[C:6]([S:8][CH3:9])[N:5]=[C:4]([C:10]2[C:18]3[C:13](=[N:14][CH:15]=[CH:16][CH:17]=3)[N:12]([S:19]([C:22]3[CH:27]=[CH:26][CH:25]=[CH:24][CH:23]=3)(=[O:21])=[O:20])[CH:11]=2)[CH:3]=1.[OH:28]OS([O-])=O.[K+].[OH2:34].